Dataset: Reaction yield outcomes from USPTO patents with 853,638 reactions. Task: Predict the reaction yield, written as a fraction of the theoretical maximum amount of product (1.0 means a 100% yield; for example, 0.34 means a 34% yield). (1) The reactants are [Cl:1][C:2]1[C:3]2[C@H:10]([CH3:11])[CH2:9][CH2:8][C:4]=2[N:5]=[CH:6][N:7]=1.C1C=C(Cl)C=C(C(OO)=[O:20])C=1.[O-]S([O-])(=S)=O.[Na+].[Na+].C([O-])([O-])=O.[Na+].[Na+]. The catalyst is C(Cl)(Cl)Cl.O. The product is [Cl:1][C:2]1[N:7]=[CH:6][N+:5]([O-:20])=[C:4]2[CH2:8][CH2:9][C@@H:10]([CH3:11])[C:3]=12. The yield is 0.530. (2) The reactants are [N+](=[C:3](P(=O)(OC)OC)C(=O)C)=[N-].[NH2:13][C:14]1[C:19]([F:20])=[C:18]([C:21]2[CH:26]=[CH:25][C:24]([CH:27]=O)=[C:23]([F:29])[CH:22]=2)[N:17]=[C:16]([C:30]([O:32][CH3:33])=[O:31])[C:15]=1[Cl:34].C(=O)([O-])[O-].[K+].[K+]. The catalyst is CO.O. The product is [NH2:13][C:14]1[C:19]([F:20])=[C:18]([C:21]2[CH:26]=[CH:25][C:24]([C:27]#[CH:3])=[C:23]([F:29])[CH:22]=2)[N:17]=[C:16]([C:30]([O:32][CH3:33])=[O:31])[C:15]=1[Cl:34]. The yield is 0.380. (3) The reactants are Br[C:2]1[CH:7]=[CH:6][C:5]([Cl:8])=[C:4]([O:9][CH3:10])[C:3]=1[F:11].C([Li])CCC.CN([CH:20]=[O:21])C. The catalyst is C(OCC)C. The product is [Cl:8][C:5]1[CH:6]=[CH:7][C:2]([CH:20]=[O:21])=[C:3]([F:11])[C:4]=1[O:9][CH3:10]. The yield is 0.610.